Dataset: Reaction yield outcomes from USPTO patents with 853,638 reactions. Task: Predict the reaction yield, written as a fraction of the theoretical maximum amount of product (1.0 means a 100% yield; for example, 0.34 means a 34% yield). (1) The reactants are [F:1][C:2]([F:21])([F:20])[C:3]1[CH:8]=[CH:7][C:6]([N:9]2[CH:18]=[CH:17][C:16]3[C:11](=[CH:12][CH:13]=[CH:14][CH:15]=3)[C:10]2=[O:19])=[CH:5][CH:4]=1.[Br:22]N1C(=O)CCC1=O.C1[CH2:34][O:33]CC1. No catalyst specified. The product is [Br:22][C:17]1[C:16]2[C:11](=[CH:12][CH:13]=[C:14]([O:33][CH3:34])[CH:15]=2)[C:10](=[O:19])[N:9]([C:6]2[CH:5]=[CH:4][C:3]([C:2]([F:1])([F:20])[F:21])=[CH:8][CH:7]=2)[CH:18]=1. The yield is 0.913. (2) The reactants are [CH3:1][O:2][C:3]1[CH:4]=[C:5]2[C:10](=O)[O:9][C:7](=[O:8])[C:6]2=[CH:12][CH:13]=1.C([NH2:16])=O. No catalyst specified. The product is [CH3:1][O:2][C:3]1[CH:4]=[C:5]2[C:10](=[O:9])[NH:16][C:7](=[O:8])[C:6]2=[CH:12][CH:13]=1. The yield is 0.770.